This data is from Forward reaction prediction with 1.9M reactions from USPTO patents (1976-2016). The task is: Predict the product of the given reaction. (1) Given the reactants CO[C:3]1[CH:8]=[CH:7][C:6]([C@@H:9]([N:11]([CH2:22][C:23]2[N:24]=[C:25]3[CH:30]=[CH:29][CH:28]=[C:27]([N:31]4[CH2:36][CH2:35][N:34]([CH3:37])[CH2:33][CH2:32]4)[N:26]3[CH:38]=2)[C@@H:12]2[C:21]3[N:20]=[CH:19][CH:18]=[CH:17][C:16]=3[CH2:15][CH2:14][CH2:13]2)C)=[CH:5][CH:4]=1.[F:39][C:40]([F:50])([F:49])C1C=C(C=CC=1)C=O, predict the reaction product. The product is: [CH3:37][N:34]1[CH2:35][CH2:36][N:31]([C:27]2[N:26]3[CH:38]=[C:23]([CH2:22][N:11]([CH2:9][C:6]4[CH:7]=[CH:8][CH:3]=[C:4]([C:40]([F:50])([F:49])[F:39])[CH:5]=4)[C@@H:12]4[C:21]5[N:20]=[CH:19][CH:18]=[CH:17][C:16]=5[CH2:15][CH2:14][CH2:13]4)[N:24]=[C:25]3[CH:30]=[CH:29][CH:28]=2)[CH2:32][CH2:33]1. (2) The product is: [CH2:56]([NH:63][C:46]([C:42]1[CH:41]=[C:40]2[C:45](=[N:44][CH:43]=1)[N:36]([O:35][CH2:28][C:29]1[CH:34]=[CH:33][CH:32]=[CH:31][CH:30]=1)[C:37](=[O:55])[C:38]([C:50]([O:52][CH2:53][CH3:54])=[O:51])=[C:39]2[OH:49])=[O:48])[C:57]1[CH:62]=[CH:61][CH:60]=[CH:59][CH:58]=1. Given the reactants CN([P+](ON1N=NC2C=CC=CC1=2)(N(C)C)N(C)C)C.F[P-](F)(F)(F)(F)F.[CH2:28]([O:35][N:36]1[C:45]2[N:44]=[CH:43][C:42]([C:46]([OH:48])=O)=[CH:41][C:40]=2[C:39]([OH:49])=[C:38]([C:50]([O:52][CH2:53][CH3:54])=[O:51])[C:37]1=[O:55])[C:29]1[CH:34]=[CH:33][CH:32]=[CH:31][CH:30]=1.[CH2:56]([NH2:63])[C:57]1[CH:62]=[CH:61][CH:60]=[CH:59][CH:58]=1, predict the reaction product. (3) Given the reactants [Cl:1][C:2]1[CH:3]=[C:4]([CH:18]=[CH:19][CH:20]=1)[CH2:5][O:6][C:7]1[CH:16]=[C:15]2[C:10]([CH2:11][CH2:12][C:13](=[O:17])[NH:14]2)=[CH:9][CH:8]=1.[CH3:21][C:22]([O:25][C:26](O[C:26]([O:25][C:22]([CH3:24])([CH3:23])[CH3:21])=[O:27])=[O:27])([CH3:24])[CH3:23].C(N(CC)CC)C, predict the reaction product. The product is: [Cl:1][C:2]1[CH:3]=[C:4]([CH:18]=[CH:19][CH:20]=1)[CH2:5][O:6][C:7]1[CH:16]=[C:15]2[C:10]([CH2:11][CH2:12][C:13](=[O:17])[N:14]2[C:26]([O:25][C:22]([CH3:24])([CH3:23])[CH3:21])=[O:27])=[CH:9][CH:8]=1. (4) The product is: [CH3:1][NH:2][C:14](=[O:15])[C:13]1[CH:8]=[CH:9][C:10]([C:33]([OH:35])=[O:34])=[C:11]([O:25][CH2:26][C:27]2[CH:32]=[CH:31][CH:30]=[CH:29][CH:28]=2)[C:12]=1[O:17][CH2:18][C:19]1[CH:20]=[CH:21][CH:22]=[CH:23][CH:24]=1. Given the reactants [CH3:1][NH2:2].C1(=O)N([C:8]2[C:13]([C:14]([O-])=[O:15])=[C:12]([O:17][CH2:18][C:19]3[CH:24]=[CH:23][CH:22]=[CH:21][CH:20]=3)[C:11]([O:25][CH2:26][C:27]3[CH:32]=[CH:31][CH:30]=[CH:29][CH:28]=3)=[C:10]([C:33]([O-:35])=[O:34])[C:9]=2N2C(=O)CCC2=O)C(=O)CC1, predict the reaction product. (5) Given the reactants [H-].[Na+].[CH2:3]([OH:6])[CH2:4][OH:5].Cl[C:8]1[C:17]2[C:12](=[CH:13][CH:14]=[C:15]([Br:18])[CH:16]=2)[N:11]=[CH:10][CH:9]=1, predict the reaction product. The product is: [Br:18][C:15]1[CH:16]=[C:17]2[C:12](=[CH:13][CH:14]=1)[N:11]=[CH:10][CH:9]=[C:8]2[O:5][CH2:4][CH2:3][OH:6]. (6) Given the reactants [CH3:1][CH:2]([CH3:32])[CH2:3][CH2:4][N:5]([CH2:21][C:22]1[CH:31]=[CH:30][C:25]([C:26](OC)=[O:27])=[CH:24][CH:23]=1)[C:6]1[S:7][CH:8]=[C:9]([C:11]2[CH:16]=[CH:15][C:14]([C:17]([F:20])([F:19])[F:18])=[CH:13][CH:12]=2)[N:10]=1.C1(C)C=CC=CC=1.[H-].C([Al+]CC(C)C)C(C)C.O.O.O.O.O.O.O.O.O.O.S([O-])([O-])(=O)=O.[Na+].[Na+], predict the reaction product. The product is: [CH3:1][CH:2]([CH3:32])[CH2:3][CH2:4][N:5]([CH2:21][C:22]1[CH:23]=[CH:24][C:25]([CH2:26][OH:27])=[CH:30][CH:31]=1)[C:6]1[S:7][CH:8]=[C:9]([C:11]2[CH:12]=[CH:13][C:14]([C:17]([F:20])([F:19])[F:18])=[CH:15][CH:16]=2)[N:10]=1. (7) Given the reactants FC(F)(F)CCC([N:7]1[CH2:14][CH2:13][N:12]([C:15]2[C:16]3[CH:23]=[CH:22][NH:21][C:17]=3[N:18]=[CH:19][N:20]=2)[CH2:11][C:8]21[CH2:10][CH2:9]2)=O.C(N(CC)CC)C.Cl[C:34]([O:36][CH2:37][CH2:38][O:39][CH3:40])=[O:35], predict the reaction product. The product is: [CH3:40][O:39][CH2:38][CH2:37][O:36][C:34]([N:7]1[CH:8]2[CH2:9][CH2:10][CH:14]1[CH2:13][N:12]([C:15]1[C:16]3[CH:23]=[CH:22][NH:21][C:17]=3[N:18]=[CH:19][N:20]=1)[CH2:11]2)=[O:35].